From a dataset of Reaction yield outcomes from USPTO patents with 853,638 reactions. Predict the reaction yield, written as a fraction of the theoretical maximum amount of product (1.0 means a 100% yield; for example, 0.34 means a 34% yield). The reactants are C(=O)(O)O.[NH2:5][NH:6][C:7]([NH2:9])=[NH:8].O=[C:11]1[C:19]2[C:14](=[CH:15][CH:16]=[C:17]([NH:20][S:21]([C:24]3[CH:33]=[CH:32][C:31]4[C:26](=[CH:27][CH:28]=[CH:29][CH:30]=4)[CH:25]=3)(=[O:23])=[O:22])[CH:18]=2)[CH2:13][CH2:12]1.[ClH:34]. The catalyst is CO. The product is [ClH:34].[CH:25]1[C:26]2[C:31](=[CH:30][CH:29]=[CH:28][CH:27]=2)[CH:32]=[CH:33][C:24]=1[S:21]([NH:20][C:17]1[CH:18]=[C:19]2[C:14]([CH2:13][CH2:12][C:11]2=[N:5][NH:6][C:7](=[NH:9])[NH2:8])=[CH:15][CH:16]=1)(=[O:23])=[O:22]. The yield is 0.360.